Dataset: Reaction yield outcomes from USPTO patents with 853,638 reactions. Task: Predict the reaction yield, written as a fraction of the theoretical maximum amount of product (1.0 means a 100% yield; for example, 0.34 means a 34% yield). (1) The catalyst is C1COCC1. The yield is 0.910. The product is [Cl:1][CH2:2][CH2:3][CH2:4][Si:5]([CH3:6])([CH2:11][C:10](=[CH2:9])[CH3:12])[CH2:9][C:10](=[CH2:12])[CH3:11]. The reactants are [Cl:1][CH2:2][CH2:3][CH2:4][SiH2:5][CH:6](Cl)Cl.[CH2:9]([Mg]Cl)[C:10](=[CH2:12])[CH3:11]. (2) The reactants are [C:1]([C:4]1[NH:8][C:7]2[C:9]([Cl:13])=[C:10]([Cl:12])[S:11][C:6]=2[CH:5]=1)([OH:3])=O.C1C=CC2N(O)N=NC=2C=1.CCN(C(C)C)C(C)C.[NH2:33][CH:34]1[CH2:43][CH2:42][C:41]2[C:36](=[CH:37][C:38]([O:44][CH3:45])=[CH:39][CH:40]=2)[C:35]1=[O:46].CCN=C=NCCCN(C)C. The catalyst is C(Cl)Cl. The product is [Cl:12][C:10]1[S:11][C:6]2[CH:5]=[C:4]([C:1](=[O:3])[NH:33][CH:34]3[CH2:43][CH2:42][C:41]4[C:36](=[CH:37][C:38]([O:44][CH3:45])=[CH:39][CH:40]=4)[C:35]3=[O:46])[NH:8][C:7]=2[C:9]=1[Cl:13]. The yield is 0.270. (3) The reactants are [CH3:1][S:2]([C:5]1[CH:10]=[CH:9][C:8]([C:11]2[N:16]=[CH:15][C:14]([CH2:17][NH:18][CH:19]3[CH2:24][CH2:23][N:22]([C:25]([O:27][C:28]([CH3:31])([CH3:30])[CH3:29])=[O:26])[CH2:21][CH2:20]3)=[CH:13][CH:12]=2)=[CH:7][CH:6]=1)(=[O:4])=[O:3].[CH2:32]([N:34](C(C)C)C(C)C)[CH3:33].ICC#N. The catalyst is CC#N. The product is [C:32]([CH2:33][N:18]([CH2:17][C:14]1[CH:15]=[N:16][C:11]([C:8]2[CH:9]=[CH:10][C:5]([S:2]([CH3:1])(=[O:3])=[O:4])=[CH:6][CH:7]=2)=[CH:12][CH:13]=1)[CH:19]1[CH2:24][CH2:23][N:22]([C:25]([O:27][C:28]([CH3:31])([CH3:30])[CH3:29])=[O:26])[CH2:21][CH2:20]1)#[N:34]. The yield is 0.680. (4) The reactants are C(OC([N:8]1[CH2:13][CH2:12][CH2:11][CH:10]([CH2:14][C:15]2[CH:20]=[CH:19][CH:18]=[CH:17][CH:16]=2)[CH2:9]1)=O)(C)(C)C.[ClH:21]. The catalyst is CO.O1CCOCC1. The product is [ClH:21].[CH2:14]([CH:10]1[CH2:11][CH2:12][CH2:13][NH:8][CH2:9]1)[C:15]1[CH:20]=[CH:19][CH:18]=[CH:17][CH:16]=1. The yield is 1.00. (5) The reactants are [Br-].[C:2]([CH:4]([C:6]1[O:7][CH:8]=[CH:9][CH:10]=1)[NH3+:5])#[N:3].BrBr.OS([O-])=O.[Na+]. The catalyst is O. The product is [OH:7][C:6]1[C:4]([C:2]#[N:3])=[N:5][CH:8]=[CH:9][CH:10]=1. The yield is 0.400. (6) The product is [CH2:10]1[C:11]2[CH2:12][C:13]3[C:5](=[CH:4][CH:3]=[CH:2][CH:1]=3)[C:6]=2[CH2:7][CH2:8][CH2:9]1. The catalyst is O. The reactants are [CH:1]1[C:13]2[CH2:12][C:11]3[C:6](=[CH:7][CH:8]=[CH:9][CH:10]=3)[C:5]=2[CH:4]=[CH:3][CH:2]=1.C(N)CN.C1COCC1.[Li]. The yield is 0.900. (7) The reactants are [CH3:1][C:2]1[CH:6]=[CH:5][NH:4][C:3]=1[C:7]([O:9]C)=[O:8].[OH-].[Na+]. The catalyst is CO. The product is [CH3:1][C:2]1[CH:6]=[CH:5][NH:4][C:3]=1[C:7]([OH:9])=[O:8]. The yield is 0.770.